Dataset: Full USPTO retrosynthesis dataset with 1.9M reactions from patents (1976-2016). Task: Predict the reactants needed to synthesize the given product. Given the product [C:1]([CH2:3][CH2:4][CH2:5][O:6][C:7]1[CH:35]=[CH:34][C:10]([C:11]([O:13][C:14]2[CH:19]=[CH:18][C:17](/[CH:20]=[CH:21]/[C:22]([O:24][CH2:25][CH2:26][CH2:27][CH2:28][CH2:29][CH2:30][CH2:31][CH2:32][O:33][C:43](=[O:47])[C:44]([CH3:46])=[CH2:45])=[O:23])=[CH:16][CH:15]=2)=[O:12])=[CH:9][CH:8]=1)#[N:2], predict the reactants needed to synthesize it. The reactants are: [C:1]([CH2:3][CH2:4][CH2:5][O:6][C:7]1[CH:35]=[CH:34][C:10]([C:11]([O:13][C:14]2[CH:19]=[CH:18][C:17](/[CH:20]=[CH:21]/[C:22]([O:24][CH2:25][CH2:26][CH2:27][CH2:28][CH2:29][CH2:30][CH2:31][CH2:32][OH:33])=[O:23])=[CH:16][CH:15]=2)=[O:12])=[CH:9][CH:8]=1)#[N:2].C(N(CC)CC)C.[C:43](O[C:43](=[O:47])[C:44]([CH3:46])=[CH2:45])(=[O:47])[C:44]([CH3:46])=[CH2:45].O.